Task: Predict the product of the given reaction.. Dataset: Forward reaction prediction with 1.9M reactions from USPTO patents (1976-2016) (1) Given the reactants F[C:2]1[CH:7]=[C:6]([CH3:8])[C:5]([N+:9]([O-:11])=[O:10])=[CH:4][C:3]=1[N+:12]([O-:14])=[O:13].C(N(CC)CC)C.[CH3:22][O:23][N:24]=[C:25]([CH2:28][O:29][C:30]1[CH:35]=[CH:34][CH:33]=[C:32]([C:36]([F:39])([F:38])[F:37])[CH:31]=1)[CH2:26][NH2:27], predict the reaction product. The product is: [CH3:22][O:23][N:24]=[C:25]([CH2:28][O:29][C:30]1[CH:35]=[CH:34][CH:33]=[C:32]([C:36]([F:37])([F:38])[F:39])[CH:31]=1)[CH2:26][NH:27][C:2]1[CH:7]=[C:6]([CH3:8])[C:5]([N+:9]([O-:11])=[O:10])=[CH:4][C:3]=1[N+:12]([O-:14])=[O:13]. (2) Given the reactants [F:1][C:2]([F:7])([F:6])[C:3]([OH:5])=[O:4].[CH:8]([NH:11][C@@H:12]1[CH2:17][CH2:16][C@H:15]([N:18]2[CH2:22][CH2:21][CH:20]([C:23]3[NH:27][C:26]4[C:28]([C:32]([F:35])([F:34])[F:33])=[CH:29][CH:30]=[CH:31][C:25]=4[N:24]=3)[C:19]2=[O:36])[C@H:14]([CH2:37][S:38]([C:41]2[CH:46]=[CH:45][CH:44]=[CH:43][CH:42]=2)(=[O:40])=[O:39])[CH2:13]1)([CH3:10])[CH3:9].[CH:47](=O)[CH3:48].C(O)(=O)C.C(O[BH-](OC(=O)C)OC(=O)C)(=O)C.[Na+], predict the reaction product. The product is: [F:1][C:2]([F:7])([F:6])[C:3]([OH:5])=[O:4].[CH:8]([N:11]([CH2:47][CH3:48])[C@@H:12]1[CH2:17][CH2:16][C@H:15]([N:18]2[CH2:22][CH2:21][CH:20]([C:23]3[NH:27][C:26]4[C:28]([C:32]([F:35])([F:33])[F:34])=[CH:29][CH:30]=[CH:31][C:25]=4[N:24]=3)[C:19]2=[O:36])[C@H:14]([CH2:37][S:38]([C:41]2[CH:46]=[CH:45][CH:44]=[CH:43][CH:42]=2)(=[O:39])=[O:40])[CH2:13]1)([CH3:10])[CH3:9].